Dataset: Forward reaction prediction with 1.9M reactions from USPTO patents (1976-2016). Task: Predict the product of the given reaction. Given the reactants C([O:4][CH2:5][C:6]([N:8]1[CH2:13][CH2:12][CH:11]([N:14]2[CH2:19][CH2:18][CH:17]([C:20]3[O:24][N:23]=[C:22]([N:25]4[C:33]5[C:28](=[CH:29][CH:30]=[CH:31][C:32]=5[F:34])[C:27]([C:35]([OH:38])([CH3:37])[CH3:36])=[N:26]4)[N:21]=3)[CH2:16][CH2:15]2)[CH2:10][CH2:9]1)=[O:7])(=O)C.CN, predict the reaction product. The product is: [F:34][C:32]1[CH:31]=[CH:30][CH:29]=[C:28]2[C:33]=1[N:25]([C:22]1[N:21]=[C:20]([CH:17]3[CH2:18][CH2:19][N:14]([CH:11]4[CH2:10][CH2:9][N:8]([C:6](=[O:7])[CH2:5][OH:4])[CH2:13][CH2:12]4)[CH2:15][CH2:16]3)[O:24][N:23]=1)[N:26]=[C:27]2[C:35]([OH:38])([CH3:36])[CH3:37].